Dataset: Forward reaction prediction with 1.9M reactions from USPTO patents (1976-2016). Task: Predict the product of the given reaction. (1) Given the reactants [F:1][C:2]1[CH:12]=[C:11]([C:13]2[CH:18]=[CH:17][C:16]([O:19][CH2:20][CH:21]3[CH2:26][CH2:25][N:24]([CH2:27][C:28]([F:31])([CH3:30])[CH3:29])[CH2:23][CH2:22]3)=[CH:15][N:14]=2)[CH:10]=[CH:9][C:3]=1[C:4]([O:6]CC)=[O:5].O[Li].O, predict the reaction product. The product is: [F:1][C:2]1[CH:12]=[C:11]([C:13]2[CH:18]=[CH:17][C:16]([O:19][CH2:20][CH:21]3[CH2:26][CH2:25][N:24]([CH2:27][C:28]([F:31])([CH3:29])[CH3:30])[CH2:23][CH2:22]3)=[CH:15][N:14]=2)[CH:10]=[CH:9][C:3]=1[C:4]([OH:6])=[O:5]. (2) The product is: [Cl:37][C:2]1[N:7]=[C:6]([NH:8][CH2:9][C:10]2[CH:15]=[CH:14][C:13]([O:16][CH3:17])=[C:12]([Cl:18])[CH:11]=2)[C:5]([C:19]([O:21][CH2:22][CH3:23])=[O:20])=[CH:4][N:3]=1. Given the reactants O[C:2]1[N:7]=[C:6]([NH:8][CH2:9][C:10]2[CH:15]=[CH:14][C:13]([O:16][CH3:17])=[C:12]([Cl:18])[CH:11]=2)[C:5]([C:19]([O:21][CH2:22][CH3:23])=[O:20])=[CH:4][N:3]=1.CCN(C1C=CC=CC=1)CC.P(Cl)(Cl)([Cl:37])=O, predict the reaction product. (3) Given the reactants [C:1]([O:5][C:6](=[O:21])[NH:7][CH:8]([CH3:20])[CH2:9][C:10]1[C:18]2[C:13](=[C:14]([OH:19])[CH:15]=[CH:16][CH:17]=2)[NH:12][CH:11]=1)([CH3:4])([CH3:3])[CH3:2].Br[CH2:23][C:24]#[N:25].C(=O)([O-])[O-].[K+].[K+], predict the reaction product. The product is: [C:1]([O:5][C:6](=[O:21])[NH:7][CH:8]([CH3:20])[CH2:9][C:10]1[C:18]2[C:13](=[C:14]([O:19][CH2:23][C:24]#[N:25])[CH:15]=[CH:16][CH:17]=2)[NH:12][CH:11]=1)([CH3:4])([CH3:2])[CH3:3]. (4) Given the reactants [Cl:1][C:2]1[N:7]=[C:6]([NH:8][CH2:9][CH2:10][CH2:11][OH:12])[C:5]([CH3:13])=[CH:4][N:3]=1.O[C:15]1[CH:16]=[C:17]2[C:21](=[CH:22][CH:23]=1)[C@H:20]([CH2:24][C:25]([O:27][CH2:28][CH3:29])=[O:26])[CH2:19][CH2:18]2.C1C=CC(P(C2C=CC=CC=2)C2C=CC=CC=2)=CC=1.C1CCN(C(N=NC(N2CCCCC2)=O)=O)CC1, predict the reaction product. The product is: [Cl:1][C:2]1[N:7]=[C:6]([NH:8][CH2:9][CH2:10][CH2:11][O:12][C:15]2[CH:16]=[C:17]3[C:21](=[CH:22][CH:23]=2)[C@H:20]([CH2:24][C:25]([O:27][CH2:28][CH3:29])=[O:26])[CH2:19][CH2:18]3)[C:5]([CH3:13])=[CH:4][N:3]=1.